Dataset: Catalyst prediction with 721,799 reactions and 888 catalyst types from USPTO. Task: Predict which catalyst facilitates the given reaction. (1) Reactant: [NH2:1][C:2]1[CH:11]=[C:10]2[C:5]([CH2:6][CH2:7][N:8]([C:13]3[CH:14]=[N:15][CH:16]=[CH:17][C:18]=3[C:19]([F:22])([F:21])[F:20])[C:9]2=[O:12])=[CH:4][C:3]=1[CH3:23].[C:24]([O-:27])(=O)[CH3:25].[K+].C(OC(=O)C)(=O)C.C1OCCOCCOCCOCCOCCOC1.C(O[N:60]=O)CC(C)C. Product: [C:24]([N:1]1[C:2]2[CH:11]=[C:10]3[C:5]([CH2:6][CH2:7][N:8]([C:13]4[CH:14]=[N:15][CH:16]=[CH:17][C:18]=4[C:19]([F:22])([F:21])[F:20])[C:9]3=[O:12])=[CH:4][C:3]=2[CH:23]=[N:60]1)(=[O:27])[CH3:25]. The catalyst class is: 22. (2) Reactant: [CH3:1][C:2]([OH:13])([CH3:12])[CH2:3][N:4]1[CH:8]=[CH:7][C:6]([N+:9]([O-:11])=[O:10])=[N:5]1.CN(C=O)C.[H-].[Na+].[C:21]([O:24][CH2:25][CH3:26])(=O)C. Product: [CH3:12][C:2]([O:13][CH2:26][C@@H:25]1[CH2:21][O:24]1)([CH3:1])[CH2:3][N:4]1[CH:8]=[CH:7][C:6]([N+:9]([O-:11])=[O:10])=[N:5]1. The catalyst class is: 625.